From a dataset of Full USPTO retrosynthesis dataset with 1.9M reactions from patents (1976-2016). Predict the reactants needed to synthesize the given product. (1) Given the product [CH3:17][C@@H:18]1[CH2:23][N:22]([C:24]2[N:28]=[C:27]([C:29]([F:32])([F:31])[F:30])[O:26][N:25]=2)[CH2:21][CH2:20][N:19]1[C:33]1[N:34]=[CH:35][C:36]([O:39][CH2:8][C:9]2[C:14]([C:15]#[N:16])=[CH:13][N:12]=[CH:11][CH:10]=2)=[CH:37][N:38]=1, predict the reactants needed to synthesize it. The reactants are: C(=O)([O-])[O-].[Cs+].[Cs+].Cl[CH2:8][C:9]1[C:14]([C:15]#[N:16])=[CH:13][N:12]=[CH:11][CH:10]=1.[CH3:17][C@@H:18]1[CH2:23][N:22]([C:24]2[N:28]=[C:27]([C:29]([F:32])([F:31])[F:30])[O:26][N:25]=2)[CH2:21][CH2:20][N:19]1[C:33]1[N:38]=[CH:37][C:36]([OH:39])=[CH:35][N:34]=1. (2) Given the product [C:1]([NH:9][C:10]1[C:34]([C:35]#[C:36][CH2:37][NH:38][C:39](=[O:44])[C:40]([F:42])([F:41])[F:43])=[CH:33][N:13]([C@@H:14]2[O:32][C@H:22]([CH2:23][OH:24])[C@@H:16]([O:17][CH2:18][N:19]=[N+:20]=[N-:21])[CH2:15]2)[C:12](=[O:45])[N:11]=1)(=[O:8])[C:2]1[CH:3]=[CH:4][CH:5]=[CH:6][CH:7]=1, predict the reactants needed to synthesize it. The reactants are: [C:1]([NH:9][C:10]1[C:34]([C:35]#[C:36][CH2:37][NH:38][C:39](=[O:44])[C:40]([F:43])([F:42])[F:41])=[CH:33][N:13]([C@@H:14]2[O:32][C@H:22]([CH2:23][O:24][Si](C(C)(C)C)(C)C)[C@@H:16]([O:17][CH2:18][N:19]=[N+:20]=[N-:21])[CH2:15]2)[C:12](=[O:45])[N:11]=1)(=[O:8])[C:2]1[CH:7]=[CH:6][CH:5]=[CH:4][CH:3]=1.CCCC[N+](CCCC)(CCCC)CCCC.[F-]. (3) Given the product [C:52]([O:39][C:35]([NH:36][N:37]=[C:20]([C:8]1[C:9]([O:11][C:12]2[CH:17]=[CH:16][C:15]([F:18])=[CH:14][C:13]=2[F:19])=[N:10][C:5]([O:4][C:3]2[CH:30]=[CH:31][C:32]([F:34])=[CH:33][C:2]=2[F:1])=[N:6][CH:7]=1)[NH:22][C@H:23]([CH3:29])[CH2:24][S:25]([CH3:28])(=[O:27])=[O:26])=[O:38])([CH3:51])([CH3:53])[CH3:56], predict the reactants needed to synthesize it. The reactants are: [F:1][C:2]1[CH:33]=[C:32]([F:34])[CH:31]=[CH:30][C:3]=1[O:4][C:5]1[N:10]=[C:9]([O:11][C:12]2[CH:17]=[CH:16][C:15]([F:18])=[CH:14][C:13]=2[F:19])[C:8]([CH:20]([N:22]=[C:23]([CH3:29])[CH2:24][S:25]([CH3:28])(=[O:27])=[O:26])Cl)=[CH:7][N:6]=1.[C:35]([O:39]C(OC(C)(C)C)=O)(=[O:38])[NH:36][NH2:37].N1[C:52]([CH3:53])=[CH:51]C=CC=1C.O1CCC[CH2:56]1.